From a dataset of Forward reaction prediction with 1.9M reactions from USPTO patents (1976-2016). Predict the product of the given reaction. Given the reactants [NH2:1][C:2]1[N:3]=[C:4]([NH2:13])[C:5]2[N:11]=[C:10](Cl)[CH:9]=[CH:8][C:6]=2[N:7]=1.C([O-])([O-])=O.[K+].[K+].[Cl:20][C:21]1[CH:22]=[C:23](B(O)O)[CH:24]=[CH:25][C:26]=1[O:27][CH3:28], predict the reaction product. The product is: [NH2:1][C:2]1[N:3]=[C:4]([NH2:13])[C:5]2[N:11]=[C:10]([C:23]3[CH:24]=[CH:25][C:26]([O:27][CH3:28])=[C:21]([Cl:20])[CH:22]=3)[CH:9]=[CH:8][C:6]=2[N:7]=1.